From a dataset of Catalyst prediction with 721,799 reactions and 888 catalyst types from USPTO. Predict which catalyst facilitates the given reaction. Reactant: [Br:1][C:2]1[CH:3]=[CH:4][C:5]([N:10]2[CH2:14][CH2:13][CH:12]([OH:15])[CH2:11]2)=[C:6]([CH:9]=1)[CH:7]=[O:8].[H-].[Na+].I[CH3:19].O. Product: [Br:1][C:2]1[CH:3]=[CH:4][C:5]([N:10]2[CH2:14][CH2:13][CH:12]([O:15][CH3:19])[CH2:11]2)=[C:6]([CH:9]=1)[CH:7]=[O:8]. The catalyst class is: 3.